Dataset: Full USPTO retrosynthesis dataset with 1.9M reactions from patents (1976-2016). Task: Predict the reactants needed to synthesize the given product. (1) Given the product [CH3:13][O:12][C:9]1[CH:10]=[CH:11][C:6]2[O:5][C:2]([CH3:14])([CH3:1])[CH:3]=[CH:4][C:7]=2[CH:8]=1, predict the reactants needed to synthesize it. The reactants are: [CH3:1][C:2]([CH3:14])([O:5][C:6]1[CH:11]=[CH:10][C:9]([O:12][CH3:13])=[CH:8][CH:7]=1)[C:3]#[CH:4]. (2) Given the product [Cl:1][C:2]1[CH:7]=[CH:6][C:5]([CH2:8][C:9]2[CH2:10][CH:11]=2)=[CH:4][CH:3]=1, predict the reactants needed to synthesize it. The reactants are: [Cl:1][C:2]1[CH:7]=[CH:6][C:5]([CH2:8][C:9]2(Br)[CH2:11][C:10]2(Br)Br)=[CH:4][CH:3]=1.C[Li].O. (3) Given the product [CH3:1][O:2][C:3](=[O:47])[C:4]1[CH:9]=[CH:8][C:7]([O:10][CH2:11][CH2:12][C:13]2[C:21]3[C:16](=[CH:17][CH:18]=[C:19]([Cl:22])[CH:20]=3)[N:15]([CH:23]([C:30]3[CH:31]=[CH:32][CH:33]=[CH:34][CH:35]=3)[C:24]3[CH:25]=[CH:26][CH:27]=[CH:28][CH:29]=3)[C:14]=2[CH2:36][CH2:37][N:48]=[N+:49]=[N-:50])=[CH:6][C:5]=1[O:43][CH:44]([CH3:46])[CH3:45], predict the reactants needed to synthesize it. The reactants are: [CH3:1][O:2][C:3](=[O:47])[C:4]1[CH:9]=[CH:8][C:7]([O:10][CH2:11][CH2:12][C:13]2[C:21]3[C:16](=[CH:17][CH:18]=[C:19]([Cl:22])[CH:20]=3)[N:15]([CH:23]([C:30]3[CH:35]=[CH:34][CH:33]=[CH:32][CH:31]=3)[C:24]3[CH:29]=[CH:28][CH:27]=[CH:26][CH:25]=3)[C:14]=2[CH2:36][CH2:37]OS(C)(=O)=O)=[CH:6][C:5]=1[O:43][CH:44]([CH3:46])[CH3:45].[N-:48]=[N+:49]=[N-:50].[Na+].O. (4) Given the product [CH2:12]([N:9]1[CH2:10][CH2:11][C:6]([S:19]([C:22]2[CH:27]=[CH:26][C:25]([O:28][CH2:29][CH:30]([CH2:33][CH3:34])[CH2:31][CH3:32])=[CH:24][CH:23]=2)(=[O:21])=[O:20])([C:4]([OH:5])=[O:3])[CH2:7][CH2:8]1)[C:13]1[CH:14]=[CH:15][CH:16]=[CH:17][CH:18]=1, predict the reactants needed to synthesize it. The reactants are: C([O:3][C:4]([C:6]1([S:19]([C:22]2[CH:27]=[CH:26][C:25]([O:28][CH2:29][CH:30]([CH2:33][CH3:34])[CH2:31][CH3:32])=[CH:24][CH:23]=2)(=[O:21])=[O:20])[CH2:11][CH2:10][N:9]([CH2:12][C:13]2[CH:18]=[CH:17][CH:16]=[CH:15][CH:14]=2)[CH2:8][CH2:7]1)=[O:5])C. (5) Given the product [Cl:1][C:2]1[CH:10]=[C:9]2[C:5]([C:6]([C:44]#[N:43])=[C:7]([C:13]([NH:15][CH:16]([C:21]3[CH:26]=[CH:25][CH:24]=[C:23]([C:27]([F:30])([F:28])[F:29])[CH:22]=3)[C:17]([F:18])([F:20])[F:19])=[O:14])[N:8]2[CH2:11][CH3:12])=[CH:4][C:3]=1[C:31]([NH:33][C:34]1([C:37]#[N:38])[CH2:35][CH2:36]1)=[O:32], predict the reactants needed to synthesize it. The reactants are: [Cl:1][C:2]1[CH:10]=[C:9]2[C:5]([CH:6]=[C:7]([C:13]([NH:15][CH:16]([C:21]3[CH:26]=[CH:25][CH:24]=[C:23]([C:27]([F:30])([F:29])[F:28])[CH:22]=3)[C:17]([F:20])([F:19])[F:18])=[O:14])[N:8]2[CH2:11][CH3:12])=[CH:4][C:3]=1[C:31]([NH:33][C:34]1([C:37]#[N:38])[CH2:36][CH2:35]1)=[O:32].ClS([N:43]=[C:44]=O)(=O)=O.CN(C)C=O.